Predict the product of the given reaction. From a dataset of Forward reaction prediction with 1.9M reactions from USPTO patents (1976-2016). The product is: [Br:41][CH2:42][CH2:43][N:26]1[C:18]2[N:19]=[C:20]([N:31]([CH2:29][CH3:30])[CH2:32][C:33]3[CH:34]=[CH:35][C:36]([O:39][CH3:40])=[CH:37][CH:38]=3)[N:21]=[CH:22][C:17]=2[CH:16]=[C:15]([C:3]2[CH:4]=[CH:5][C:6]([C:8]3[CH:13]=[N:12][CH:11]=[C:10]([CH3:14])[N:9]=3)=[CH:7][C:2]=2[Cl:1])[C:27]1=[O:28]. Given the reactants [Cl:1][C:2]1[CH:7]=[C:6]([C:8]2[CH:13]=[N:12][CH:11]=[C:10]([CH3:14])[N:9]=2)[CH:5]=[CH:4][C:3]=1[C:15]1[C:27](=[O:28])[NH:26][C:18]2[N:19]=[C:20](S(C)=O)[N:21]=[CH:22][C:17]=2[CH:16]=1.[CH2:29]([NH:31][CH2:32][C:33]1[CH:38]=[CH:37][C:36]([O:39][CH3:40])=[CH:35][CH:34]=1)[CH3:30].[Br:41][CH2:42][CH2:43]Br, predict the reaction product.